This data is from Catalyst prediction with 721,799 reactions and 888 catalyst types from USPTO. The task is: Predict which catalyst facilitates the given reaction. (1) Reactant: [C:1]([O:5][C:6]([NH:8][C:9]1[CH:10]=[C:11]([C:15]([NH:17][C@@:18]2([C:23]([O:25]CCCC)=[O:24])[CH2:22][CH2:21][O:20][CH2:19]2)=[O:16])[CH:12]=[N:13][CH:14]=1)=[O:7])([CH3:4])([CH3:3])[CH3:2].[OH-].[Na+]. Product: [C:1]([O:5][C:6]([NH:8][C:9]1[CH:10]=[C:11]([C:15]([NH:17][C@@:18]2([C:23]([OH:25])=[O:24])[CH2:22][CH2:21][O:20][CH2:19]2)=[O:16])[CH:12]=[N:13][CH:14]=1)=[O:7])([CH3:4])([CH3:2])[CH3:3]. The catalyst class is: 5. (2) The catalyst class is: 15. Reactant: [CH:1]([O:4][C:5]1[CH:14]=[C:13]([C:15]([F:18])([F:17])[F:16])[C:12]2[CH:11]=[C:10]3[NH:19][CH2:20][CH2:21][S:22][C:9]3=[CH:8][C:7]=2[N:6]=1)([CH3:3])[CH3:2].C=O.[BH3-][C:26]#N.[Na+]. Product: [CH3:26][N:19]1[C:10]2=[CH:11][C:12]3[C:13]([C:15]([F:18])([F:17])[F:16])=[CH:14][C:5]([O:4][CH:1]([CH3:3])[CH3:2])=[N:6][C:7]=3[CH:8]=[C:9]2[S:22][CH2:21][CH2:20]1. (3) The catalyst class is: 225. Product: [C:4]([C:3]1[C:6]([O:10][CH:11]2[CH2:12][CH2:13][CH2:14]2)=[CH:7][CH:8]=[CH:9][C:2]=1[NH:1][C:24]([NH:23][C:15](=[O:22])[C:16]1[CH:17]=[CH:18][CH:19]=[CH:20][CH:21]=1)=[O:25])#[N:5]. Reactant: [NH2:1][C:2]1[CH:9]=[CH:8][CH:7]=[C:6]([O:10][CH:11]2[CH2:14][CH2:13][CH2:12]2)[C:3]=1[C:4]#[N:5].[C:15]([N:23]=[C:24]=[O:25])(=[O:22])[C:16]1[CH:21]=[CH:20][CH:19]=[CH:18][CH:17]=1. (4) Reactant: [NH2:1][C@@H:2]1[CH2:7][CH2:6][C@H:5]([OH:8])[CH2:4][CH2:3]1.Cl[C:10]1[CH:19]=[N:18][C:17]2[C:12](=[CH:13][C:14]([O:22][CH3:23])=[C:15]([O:20][CH3:21])[CH:16]=2)[N:11]=1. Product: [CH3:21][O:20][C:15]1[CH:16]=[C:17]2[C:12](=[CH:13][C:14]=1[O:22][CH3:23])[N:11]=[C:10]([NH:1][C@@H:2]1[CH2:7][CH2:6][C@H:5]([OH:8])[CH2:4][CH2:3]1)[CH:19]=[N:18]2. The catalyst class is: 8. (5) Reactant: N[CH2:2][CH2:3]N.[C:5]([CH2:8][C:9](=O)[CH3:10])(=O)[CH3:6]. Product: [CH:3]1[CH:2]=[C:10]2[C:8]([CH:9]=[C:10]3[C:8](=[CH:9]2)[CH:5]=[CH:6][CH:3]=[CH:2]3)=[CH:5][CH:6]=1. The catalyst class is: 8. (6) Reactant: [H-].[Na+].[CH:3]1([CH2:6][C@:7]([OH:12])([CH3:11])[C:8]([OH:10])=[O:9])[CH2:5][CH2:4]1.I[CH3:14]. Product: [CH:3]1([CH2:6][C@:7]([O:12][CH3:14])([CH3:11])[C:8]([OH:10])=[O:9])[CH2:5][CH2:4]1. The catalyst class is: 1.